From a dataset of Experimentally validated miRNA-target interactions with 360,000+ pairs, plus equal number of negative samples. Binary Classification. Given a miRNA mature sequence and a target amino acid sequence, predict their likelihood of interaction. (1) The miRNA is hsa-miR-6088 with sequence AGAGAUGAAGCGGGGGGGCG. The protein sequence of the target gene is MVPEVRVLSSLLGLALLWFPLDSHARARPDMFCLFHGKRYSPGESWHPYLEPQGLMYCLRCTCSEGAHVSCYRLHCPPVHCPQPVTEPQQCCPKCVEPHTPSGLRAPPKSCQHNGTMYQHGEIFSAHELFPSRLPNQCVLCSCTEGQIYCGLTTCPEPGCPAPLPLPDSCCQACKDEASEQSDEEDSVQSLHGVRHPQDPCSSDAGRKRGPGTPAPTGLSAPLSFIPRHFRPKGAGSTTVKIVLKEKHKKACVHGGKTYSHGEVWHPAFRAFGPLPCILCTCEDGRQDCQRVTCPTEYPC.... Result: 0 (no interaction). (2) The miRNA is hsa-miR-4269 with sequence GCAGGCACAGACAGCCCUGGC. The protein sequence of the target gene is MKVSEAALSLLVLILIITSASRSQPKVPEWVNTPSTCCLKYYEKVLPRRLVVGYRKALNCHLPAIIFVTKRNREVCTNPNDDWVQEYIKDPNLPLLPTRNLSTVKIITAKNGQPQLLNSQ. Result: 1 (interaction).